The task is: Predict which catalyst facilitates the given reaction.. This data is from Catalyst prediction with 721,799 reactions and 888 catalyst types from USPTO. (1) The catalyst class is: 577. Reactant: [C:1]1([O:7][C:8]([C:10]2[CH:18]=[CH:17][C:13]3[NH:14][N:15]=[N:16][C:12]=3[CH:11]=2)=[O:9])[CH:6]=[CH:5][CH:4]=[CH:3][CH:2]=1.[CH:19](Cl)=[O:20].[CH2:22]([O:34][C:35]1[CH:40]=[CH:39][C:38]([CH3:41])=[CH:37][C:36]=1[NH:42][C:43]([C:45]1[CH:46]=[C:47]([O:56][C:57](=[O:66])[C:58]2[CH:63]=[CH:62][CH:61]=[CH:60][C:59]=2[NH:64][CH3:65])[C:48]2[C:53]([C:54]=1[OH:55])=[CH:52][CH:51]=[CH:50][CH:49]=2)=[O:44])[CH2:23][CH2:24][CH2:25][CH2:26][CH2:27][CH2:28][CH2:29][CH2:30][CH2:31][CH2:32][CH3:33].CN(C)C1C=CC=CC=1. Product: [CH2:22]([O:34][C:35]1[CH:40]=[CH:39][C:38]([CH3:41])=[CH:37][C:36]=1[NH:42][C:43]([C:45]1[CH:46]=[C:47]([O:56][C:57]([C:58]2[CH:63]=[CH:62][CH:61]=[CH:60][C:59]=2[N:64]([CH3:65])[C:19]([N:14]2[C:13]3[CH:17]=[CH:18][C:10]([C:8]([O:7][C:1]4[CH:2]=[CH:3][CH:4]=[CH:5][CH:6]=4)=[O:9])=[CH:11][C:12]=3[N:16]=[N:15]2)=[O:20])=[O:66])[C:48]2[C:53]([C:54]=1[OH:55])=[CH:52][CH:51]=[CH:50][CH:49]=2)=[O:44])[CH2:23][CH2:24][CH2:25][CH2:26][CH2:27][CH2:28][CH2:29][CH2:30][CH2:31][CH2:32][CH3:33]. (2) Reactant: [CH2:1]([NH:3][C:4]1[C:13]([CH:14]=[O:15])=[CH:12][C:11]2[CH:10]=[C:9]3[O:16][CH2:17][O:18][C:8]3=[CH:7][C:6]=2[N:5]=1)[CH3:2].[BH4-].[Na+].Cl.C([O-])(O)=O.[Na+]. Product: [CH2:1]([NH:3][C:4]1[C:13]([CH2:14][OH:15])=[CH:12][C:11]2[CH:10]=[C:9]3[O:16][CH2:17][O:18][C:8]3=[CH:7][C:6]=2[N:5]=1)[CH3:2]. The catalyst class is: 242. (3) Reactant: [CH:1]1([N:4]2[C:13]3[C:8](=[CH:9][C:10]([F:15])=[C:11]([F:14])[CH:12]=3)[C:7](=[O:16])[C:6]([C:17]([OH:19])=O)=[CH:5]2)[CH2:3][CH2:2]1.C([N:22](CC)CC)C.ClC(OCC)=O.N. Product: [CH:1]1([N:4]2[C:13]3[C:8](=[CH:9][C:10]([F:15])=[C:11]([F:14])[CH:12]=3)[C:7](=[O:16])[C:6]([C:17]([NH2:22])=[O:19])=[CH:5]2)[CH2:3][CH2:2]1. The catalyst class is: 42. (4) Reactant: [O:1]=[C:2]1[CH2:7][O:6][C@H:5]2[CH2:8][CH2:9][C:10]3([CH2:15][C@@H:4]2[N:3]1[CH:16]1[CH2:21][CH2:20][N:19]([C:22]([O:24][CH2:25][C:26]2[CH:31]=[CH:30][CH:29]=[CH:28][CH:27]=2)=[O:23])[CH2:18][CH2:17]1)OCC[O:11]3.Cl.C([O-])(O)=O.[Na+]. Product: [O:1]=[C:2]1[CH2:7][O:6][C@H:5]2[CH2:8][CH2:9][C:10](=[O:11])[CH2:15][C@@H:4]2[N:3]1[CH:16]1[CH2:17][CH2:18][N:19]([C:22]([O:24][CH2:25][C:26]2[CH:27]=[CH:28][CH:29]=[CH:30][CH:31]=2)=[O:23])[CH2:20][CH2:21]1. The catalyst class is: 266. (5) Reactant: [CH2:1]([O:8][CH2:9][C:10]1[CH:15]=[N+:14]([O-])[C:13]([CH3:17])=[C:12]2[O:18][C:19]([CH3:23])([CH3:22])[O:20][CH2:21][C:11]=12)[C:2]1[CH:7]=[CH:6][CH:5]=[CH:4][CH:3]=1.C(OC(Cl)=O)C(C)C.[C:32]1([Mg]Cl)[CH:37]=[CH:36][CH:35]=[CH:34][CH:33]=1. Product: [CH2:1]([O:8][CH2:9][C:10]1[C:15]([C:32]2[CH:37]=[CH:36][CH:35]=[CH:34][CH:33]=2)=[N:14][C:13]([CH3:17])=[C:12]2[O:18][C:19]([CH3:23])([CH3:22])[O:20][CH2:21][C:11]=12)[C:2]1[CH:7]=[CH:6][CH:5]=[CH:4][CH:3]=1. The catalyst class is: 305. (6) Reactant: [OH:1][C:2]1[CH:10]=[C:9]2[C:5]([CH2:6][CH2:7][C:8]2=[O:11])=[CH:4][C:3]=1[O:12][CH3:13].C(=O)([O-])[O-].[K+].[K+].Br[CH2:21][CH2:22][CH2:23][C:24]([O:26][CH2:27][CH3:28])=[O:25]. Product: [CH3:13][O:12][C:3]1[CH:4]=[C:5]2[C:9]([C:8](=[O:11])[CH2:7][CH2:6]2)=[CH:10][C:2]=1[O:1][CH2:21][CH2:22][CH2:23][C:24]([O:26][CH2:27][CH3:28])=[O:25]. The catalyst class is: 21.